The task is: Predict the product of the given reaction.. This data is from Forward reaction prediction with 1.9M reactions from USPTO patents (1976-2016). (1) The product is: [F:41][C:42]1[CH:43]=[C:44]([NH:57][C:58]2[CH:63]=[C:62]([OH:64])[CH:61]=[CH:60][C:59]=2[C:66]2[CH2:67][C:68]3[CH:69]=[CH:70][C:71]([OH:76])=[CH:72][C:73]=3[CH2:74][CH:75]=2)[CH:45]=[CH:46][C:47]=1[O:48][CH2:49][CH2:50][N:51]1[CH2:56][CH2:55][CH2:54][CH2:53][CH2:52]1. Given the reactants COC1C=CC(C2C(C)(C)C3C(CC=2)=CC(OC)=CC=3)=C(N)C=1.BrC1C=CC(OCCN2CCCCC2)=C(F)C=1.[F:41][C:42]1[CH:43]=[C:44]([NH:57][C:58]2[CH:63]=[C:62]([O:64]C)[CH:61]=[CH:60][C:59]=2[C:66]2[C:67](C)(C)[C:68]3[C:73]([CH2:74][CH:75]=2)=[CH:72][C:71]([O:76]C)=[CH:70][CH:69]=3)[CH:45]=[CH:46][C:47]=1[O:48][CH2:49][CH2:50][N:51]1[CH2:56][CH2:55][CH2:54][CH2:53][CH2:52]1, predict the reaction product. (2) The product is: [C:1]([O:5][C:6](=[O:41])[CH2:7][O:8][C:9]1[CH:18]=[CH:17][C:16]([Cl:19])=[C:15]2[C:10]=1[C:11]([CH3:40])=[C:12]([CH2:24][C:25]1[CH:30]=[CH:29][C:28]([N:45]3[CH:46]=[CH:47][C:43]([Cl:42])=[N:44]3)=[CH:27][CH:26]=1)[C:13]([O:20][CH:21]([F:22])[F:23])=[N:14]2)([CH3:4])([CH3:3])[CH3:2]. Given the reactants [C:1]([O:5][C:6](=[O:41])[CH2:7][O:8][C:9]1[CH:18]=[CH:17][C:16]([Cl:19])=[C:15]2[C:10]=1[C:11]([CH3:40])=[C:12]([CH2:24][C:25]1[CH:30]=[CH:29][C:28](B3OC(C)(C)C(C)(C)O3)=[CH:27][CH:26]=1)[C:13]([O:20][CH:21]([F:23])[F:22])=[N:14]2)([CH3:4])([CH3:3])[CH3:2].[Cl:42][C:43]1[CH:47]=[CH:46][NH:45][N:44]=1, predict the reaction product. (3) Given the reactants [Cl:1][C:2]1[CH:9]=[CH:8][C:5]([CH:6]=[O:7])=[CH:4][CH:3]=1.[C:10]([Na])#[CH:11], predict the reaction product. The product is: [Cl:1][C:2]1[CH:9]=[CH:8][C:5]([CH:6]([OH:7])[C:10]#[CH:11])=[CH:4][CH:3]=1. (4) Given the reactants Br[C:2]1[CH:14]=[CH:13][C:5]([O:6][CH2:7][C:8]([O:10][CH2:11][CH3:12])=[O:9])=[C:4]([Cl:15])[CH:3]=1.[Cl:16][C:17]1[CH:22]=[CH:21][C:20](OB(O)O)=[CH:19][CH:18]=1, predict the reaction product. The product is: [Cl:15][C:4]1[CH:3]=[C:2]([C:20]2[CH:21]=[CH:22][C:17]([Cl:16])=[CH:18][CH:19]=2)[CH:14]=[CH:13][C:5]=1[O:6][CH2:7][C:8]([O:10][CH2:11][CH3:12])=[O:9].